This data is from Catalyst prediction with 721,799 reactions and 888 catalyst types from USPTO. The task is: Predict which catalyst facilitates the given reaction. (1) Reactant: [Cl-].[Na+].[Cl-].[Al+3].[Cl-].[Cl-].[Br:7][C:8]1[CH:13]=[CH:12][C:11]([C:14](=[O:19])[CH2:15][CH2:16][CH2:17]Cl)=[CH:10][CH:9]=1. Product: [Br:7][C:8]1[CH:13]=[C:12]2[C:11](=[CH:10][CH:9]=1)[C:14](=[O:19])[CH2:15][CH:16]2[CH3:17]. The catalyst class is: 33. (2) Reactant: [NH2:1][C:2]1[C:3]([C:7]2[N:8]([CH2:30][CH3:31])[C:9]3[C:14]([O:15][CH2:16][C@H:17]4[O:22][CH2:21][CH2:20][NH:19][CH2:18]4)=[CH:13][N:12]=[C:11]([C:23]#[C:24][C:25]([CH3:28])([OH:27])[CH3:26])[C:10]=3[N:29]=2)=[N:4][O:5][N:6]=1.[CH:32](=O)[CH3:33].C(O)(=O)C.[BH3-]C#N.[Na+].C([O-])(O)=O.[Na+]. Product: [NH2:1][C:2]1[C:3]([C:7]2[N:8]([CH2:30][CH3:31])[C:9]3[C:14]([O:15][CH2:16][C@H:17]4[O:22][CH2:21][CH2:20][N:19]([CH2:32][CH3:33])[CH2:18]4)=[CH:13][N:12]=[C:11]([C:23]#[C:24][C:25]([CH3:26])([OH:27])[CH3:28])[C:10]=3[N:29]=2)=[N:4][O:5][N:6]=1. The catalyst class is: 5.